Dataset: Forward reaction prediction with 1.9M reactions from USPTO patents (1976-2016). Task: Predict the product of the given reaction. Given the reactants [F:1][C:2]1[CH:3]=[N:4][CH:5]=[CH:6][C:7]=1[C:8]1[C:13]([C:14]2[C:23]3[C:18](=[CH:19][CH:20]=[CH:21][CH:22]=3)[CH:17]=[CH:16][CH:15]=2)=[N:12][NH:11][C:10](=O)[CH:9]=1.O=P(Cl)(Cl)[Cl:27].[OH-].[Na+], predict the reaction product. The product is: [Cl:27][C:10]1[N:11]=[N:12][C:13]([C:14]2[C:23]3[C:18](=[CH:19][CH:20]=[CH:21][CH:22]=3)[CH:17]=[CH:16][CH:15]=2)=[C:8]([C:7]2[CH:6]=[CH:5][N:4]=[CH:3][C:2]=2[F:1])[CH:9]=1.